From a dataset of Catalyst prediction with 721,799 reactions and 888 catalyst types from USPTO. Predict which catalyst facilitates the given reaction. Reactant: [Cl:1][C:2]1[C:7]([F:8])=[CH:6][CH:5]=[CH:4][N:3]=1.C([N-]C(C)C)(C)C.[Li+].CN([CH:20]=[O:21])C.[BH4-].[Na+]. Product: [Cl:1][C:2]1[C:7]([F:8])=[C:6]([CH2:20][OH:21])[CH:5]=[CH:4][N:3]=1. The catalyst class is: 6.